From a dataset of Full USPTO retrosynthesis dataset with 1.9M reactions from patents (1976-2016). Predict the reactants needed to synthesize the given product. Given the product [CH:1]1([NH:4][C:5](=[O:6])[NH:7][C:8]2[CH:13]=[CH:12][C:11]([O:14][C:15]3[CH:20]=[CH:19][N:18]=[C:17]4[CH:21]=[C:22]([C:24]5[N:25]=[CH:26][C:27]([CH2:30][N:31]6[CH2:32][CH2:33][N:34]([C:44]([O:45][CH2:46][CH2:47][O:48][CH2:49][CH2:50][O:51][CH2:52][CH2:53][O:54][CH3:55])=[O:56])[CH2:35][CH2:36]6)=[CH:28][CH:29]=5)[S:23][C:16]=34)=[C:10]([F:37])[CH:9]=2)[CH2:3][CH2:2]1, predict the reactants needed to synthesize it. The reactants are: [CH:1]1([NH:4][C:5]([NH:7][C:8]2[CH:13]=[CH:12][C:11]([O:14][C:15]3[CH:20]=[CH:19][N:18]=[C:17]4[CH:21]=[C:22]([C:24]5[CH:29]=[CH:28][C:27]([CH2:30][N:31]6[CH2:36][CH2:35][NH:34][CH2:33][CH2:32]6)=[CH:26][N:25]=5)[S:23][C:16]=34)=[C:10]([F:37])[CH:9]=2)=[O:6])[CH2:3][CH2:2]1.N1C=CC=CC=1.[C:44](Cl)(=[O:56])[O:45][CH2:46][CH2:47][O:48][CH2:49][CH2:50][O:51][CH2:52][CH2:53][O:54][CH3:55].